Dataset: Full USPTO retrosynthesis dataset with 1.9M reactions from patents (1976-2016). Task: Predict the reactants needed to synthesize the given product. (1) Given the product [NH2:1][C:2]1[N:7]=[CH:6][N:5]=[C:4]([NH:8][C@H:9]([C:11]2[N:16]([C:17]3[CH:22]=[CH:21][CH:20]=[CH:19][CH:18]=3)[C:15](=[O:23])[C:14]3=[C:24]([CH3:27])[CH:25]=[CH:26][N:13]3[N:12]=2)[CH3:10])[C:3]=1[C:32]1[CH:33]=[C:34]([O:36][C:37]([F:40])([F:38])[F:39])[CH:35]=[C:30]([OH:29])[CH:31]=1, predict the reactants needed to synthesize it. The reactants are: [NH2:1][C:2]1[N:7]=[CH:6][N:5]=[C:4]([NH:8][C@H:9]([C:11]2[N:16]([C:17]3[CH:22]=[CH:21][CH:20]=[CH:19][CH:18]=3)[C:15](=[O:23])[C:14]3=[C:24]([CH3:27])[CH:25]=[CH:26][N:13]3[N:12]=2)[CH3:10])[C:3]=1Br.[OH:29][C:30]1[CH:31]=[C:32](B(O)O)[CH:33]=[C:34]([O:36][C:37]([F:40])([F:39])[F:38])[CH:35]=1.C(=O)([O-])[O-].[Na+].[Na+]. (2) Given the product [F:1][C:2]1[C:3]([F:32])=[CH:4][C:5]2[O:9][C:8]([C:10]3[C:11]([F:30])=[CH:12][C:13]([F:29])=[C:14]([C@:16]4([CH3:28])[C:22]([F:24])([F:23])[C:21]([CH3:26])([CH3:25])[O:20][CH2:19][C:18](=[S:42])[NH:17]4)[CH:15]=3)=[N:7][C:6]=2[CH:31]=1, predict the reactants needed to synthesize it. The reactants are: [F:1][C:2]1[C:3]([F:32])=[CH:4][C:5]2[O:9][C:8]([C:10]3[C:11]([F:30])=[CH:12][C:13]([F:29])=[C:14]([C@:16]4([CH3:28])[C:22]([F:24])([F:23])[C:21]([CH3:26])([CH3:25])[O:20][CH2:19][C:18](=O)[NH:17]4)[CH:15]=3)=[N:7][C:6]=2[CH:31]=1.COC1C=CC(P2(SP(C3C=CC(OC)=CC=3)(=S)S2)=[S:42])=CC=1. (3) Given the product [F:1][C:2]1[CH:7]=[CH:6][C:5]([F:8])=[CH:4][C:3]=1[CH:9]([S:20]([C:23]1[CH:28]=[CH:27][C:26]([C:29]([F:31])([F:32])[F:30])=[CH:25][N:24]=1)(=[O:22])=[O:21])[C:10]1[C:11]([CH3:19])=[CH:12][C:13]([C:16]([NH:33][CH2:34][CH2:35][OH:36])=[O:17])=[N:14][CH:15]=1, predict the reactants needed to synthesize it. The reactants are: [F:1][C:2]1[CH:7]=[CH:6][C:5]([F:8])=[CH:4][C:3]=1[CH:9]([S:20]([C:23]1[CH:28]=[CH:27][C:26]([C:29]([F:32])([F:31])[F:30])=[CH:25][N:24]=1)(=[O:22])=[O:21])[C:10]1[C:11]([CH3:19])=[CH:12][C:13]([C:16](O)=[O:17])=[N:14][CH:15]=1.[NH2:33][CH2:34][CH2:35][OH:36].ON1C2C=CC=CC=2N=N1.CN1CCOCC1.Cl.C(N=C=NCCCN(C)C)C. (4) Given the product [CH3:1][O:2][C:3](=[O:25])[C@H:4]([CH2:21][CH2:22][S:23][CH3:24])[NH:5][C:6](=[O:20])[C:7]1[CH:12]=[CH:11][C:10]([CH:27]=[CH:26][C:28]2[CH:29]=[N:30][CH:31]=[CH:32][CH:33]=2)=[CH:9][C:8]=1[C:14]1[CH:19]=[CH:18][CH:17]=[CH:16][CH:15]=1, predict the reactants needed to synthesize it. The reactants are: [CH3:1][O:2][C:3](=[O:25])[C@H:4]([CH2:21][CH2:22][S:23][CH3:24])[NH:5][C:6](=[O:20])[C:7]1[CH:12]=[CH:11][C:10](I)=[CH:9][C:8]=1[C:14]1[CH:19]=[CH:18][CH:17]=[CH:16][CH:15]=1.[CH:26]([C:28]1[CH:29]=[N:30][CH:31]=[CH:32][CH:33]=1)=[CH2:27].C(N(CC)CC)C.ClCCl. (5) Given the product [Br:8][C:5]1[CH:6]=[CH:7][C:2]([N:13]2[CH:14]=[C:10]([I:9])[N:11]=[CH:12]2)=[N:3][CH:4]=1, predict the reactants needed to synthesize it. The reactants are: Br[C:2]1[CH:7]=[CH:6][C:5]([Br:8])=[CH:4][N:3]=1.[I:9][C:10]1[N:11]=[CH:12][NH:13][CH:14]=1.C(=O)([O-])[O-].[K+].[K+].O.